This data is from Full USPTO retrosynthesis dataset with 1.9M reactions from patents (1976-2016). The task is: Predict the reactants needed to synthesize the given product. Given the product [CH3:20][O:19][C:10]1[C:11]([O:17][CH3:18])=[C:12]([O:15][CH3:16])[CH:13]=[CH:14][C:9]=1[CH2:2][CH2:3][CH2:4][CH2:5][C:6]([OH:8])=[O:7], predict the reactants needed to synthesize it. The reactants are: O=[C:2]([C:9]1[CH:14]=[CH:13][C:12]([O:15][CH3:16])=[C:11]([O:17][CH3:18])[C:10]=1[O:19][CH3:20])[CH2:3][CH2:4][CH2:5][C:6]([OH:8])=[O:7].